This data is from Forward reaction prediction with 1.9M reactions from USPTO patents (1976-2016). The task is: Predict the product of the given reaction. (1) The product is: [O:11]=[C:7]1[CH2:6][C:5]2[C:9](=[CH:10][C:2]([C:12]#[N:13])=[CH:3][CH:4]=2)[NH:8]1. Given the reactants Br[C:2]1[CH:10]=[C:9]2[C:5]([CH2:6][C:7](=[O:11])[NH:8]2)=[CH:4][CH:3]=1.[C:12]([Zn]C#N)#[N:13].O, predict the reaction product. (2) Given the reactants [CH3:1][C:2]1[CH:7]=[CH:6][C:5]([C:8]([C:34]2[CH:39]=[CH:38][C:37]([CH3:40])=[CH:36][CH:35]=2)([OH:33])[CH:9]2[CH2:14][CH2:13][N:12]([CH2:15][CH2:16][CH2:17][C:18]([C:20]3[CH:25]=[CH:24][C:23]([C:26]([CH3:32])([CH3:31])[C:27]([O:29][CH3:30])=[O:28])=[CH:22][CH:21]=3)=[O:19])[CH2:11][CH2:10]2)=[CH:4][CH:3]=1.[BH4-].[Na+], predict the reaction product. The product is: [CH3:40][C:37]1[CH:36]=[CH:35][C:34]([C:8]([C:5]2[CH:4]=[CH:3][C:2]([CH3:1])=[CH:7][CH:6]=2)([OH:33])[CH:9]2[CH2:14][CH2:13][N:12]([CH2:15][CH2:16][CH2:17][CH:18]([C:20]3[CH:25]=[CH:24][C:23]([C:26]([CH3:32])([CH3:31])[C:27]([O:29][CH3:30])=[O:28])=[CH:22][CH:21]=3)[OH:19])[CH2:11][CH2:10]2)=[CH:39][CH:38]=1.